This data is from Forward reaction prediction with 1.9M reactions from USPTO patents (1976-2016). The task is: Predict the product of the given reaction. (1) Given the reactants [C@@H:1]1([O:12][C:13]2[C:17]([CH2:18][C:19]3[CH:36]=[CH:35][C:22]([O:23][CH2:24][CH2:25][CH2:26][NH:27][CH2:28][C:29]([CH3:34])([CH3:33])[C:30]([NH2:32])=[O:31])=[CH:21][C:20]=3[CH3:37])=[C:16]([CH:38]([CH3:40])[CH3:39])[NH:15][N:14]=2)[O:9][C@H:8]([CH2:10][OH:11])[C@@H:6]([OH:7])[C@H:4]([OH:5])[C@H:2]1[OH:3].[C:41]([OH:54])(=[O:53])[CH2:42][CH2:43][CH2:44][CH2:45][CH2:46][CH2:47][CH2:48][CH2:49][C:50]([OH:52])=[O:51], predict the reaction product. The product is: [C:41]([OH:54])(=[O:53])[CH2:42][CH2:43][CH2:44][CH2:45][CH2:46][CH2:47][CH2:48][CH2:49][C:50]([OH:52])=[O:51].[C@@H:1]1([O:12][C:13]2[C:17]([CH2:18][C:19]3[CH:36]=[CH:35][C:22]([O:23][CH2:24][CH2:25][CH2:26][NH:27][CH2:28][C:29]([CH3:33])([CH3:34])[C:30]([NH2:32])=[O:31])=[CH:21][C:20]=3[CH3:37])=[C:16]([CH:38]([CH3:40])[CH3:39])[NH:15][N:14]=2)[O:9][C@H:8]([CH2:10][OH:11])[C@@H:6]([OH:7])[C@H:4]([OH:5])[C@H:2]1[OH:3].[C@@H:1]1([O:12][C:13]2[C:17]([CH2:18][C:19]3[CH:36]=[CH:35][C:22]([O:23][CH2:24][CH2:25][CH2:26][NH:27][CH2:28][C:29]([CH3:33])([CH3:34])[C:30]([NH2:32])=[O:31])=[CH:21][C:20]=3[CH3:37])=[C:16]([CH:38]([CH3:40])[CH3:39])[NH:15][N:14]=2)[O:9][C@H:8]([CH2:10][OH:11])[C@@H:6]([OH:7])[C@H:4]([OH:5])[C@H:2]1[OH:3]. (2) Given the reactants Br[C:2]1[CH:7]=[CH:6][C:5]2[C:8]3[CH2:9][N:10]([C:15]([O:17][C:18]([CH3:21])([CH3:20])[CH3:19])=[O:16])[CH2:11][CH2:12][C:13]=3[O:14][C:4]=2[CH:3]=1.[C:22]1([S:28]([O-:30])=[O:29])[CH:27]=[CH:26][CH:25]=[CH:24][CH:23]=1.[Na+], predict the reaction product. The product is: [C:22]1([S:28]([C:2]2[CH:7]=[CH:6][C:5]3[C:8]4[CH2:9][N:10]([C:15]([O:17][C:18]([CH3:21])([CH3:20])[CH3:19])=[O:16])[CH2:11][CH2:12][C:13]=4[O:14][C:4]=3[CH:3]=2)(=[O:30])=[O:29])[CH:27]=[CH:26][CH:25]=[CH:24][CH:23]=1. (3) The product is: [C:20]([C@@:1]1([N:10]2[C:19]3[N:18]=[CH:17][N:16]=[C:14]([OH:15])[C:13]=3[N:12]=[CH:11]2)[O:9][C@H:6]([CH2:7][OH:8])[C@@H:4]([OH:5])[C@H:2]1[OH:3])(=[O:36])[CH2:21][CH2:22][CH2:23][CH2:24][CH2:25][CH2:26][CH2:27][CH2:28][CH2:29][CH2:30][CH2:31][CH2:32][CH2:33][CH2:34][CH3:35]. Given the reactants [C@@H:1]1([N:10]2[C:19]3[N:18]=[CH:17][N:16]=[C:14]([OH:15])[C:13]=3[N:12]=[CH:11]2)[O:9][C@H:6]([CH2:7][OH:8])[C@@H:4]([OH:5])[C@H:2]1[OH:3].[C:20](Cl)(=[O:36])[CH2:21][CH2:22][CH2:23][CH2:24][CH2:25][CH2:26][CH2:27][CH2:28][CH2:29][CH2:30][CH2:31][CH2:32][CH2:33][CH2:34][CH3:35], predict the reaction product. (4) Given the reactants [H-].[Na+].[CH:3]1([CH2:7][N:8]([C:11]2[N:16]=[C:15]3[N:17]([CH3:21])[N:18]=[C:19]([CH3:20])[C:14]3=[CH:13][C:12]=2[CH2:22][NH:23][C:24]2[CH:28]=[C:27]([CH3:29])[O:26][N:25]=2)[CH2:9][CH3:10])[CH2:6][CH2:5][CH2:4]1.[F:30][C:31]([F:45])([F:44])[C:32]1[CH:33]=[C:34]([CH:37]=[C:38]([C:40]([F:43])([F:42])[F:41])[CH:39]=1)[CH2:35]Br, predict the reaction product. The product is: [F:30][C:31]([F:44])([F:45])[C:32]1[CH:33]=[C:34]([CH:37]=[C:38]([C:40]([F:43])([F:41])[F:42])[CH:39]=1)[CH2:35][N:23]([CH2:22][C:12]1[CH:13]=[C:14]2[C:19]([CH3:20])=[N:18][N:17]([CH3:21])[C:15]2=[N:16][C:11]=1[N:8]([CH2:7][CH:3]1[CH2:6][CH2:5][CH2:4]1)[CH2:9][CH3:10])[C:24]1[CH:28]=[C:27]([CH3:29])[O:26][N:25]=1. (5) The product is: [CH2:51]([CH:38]([CH2:39][CH2:40][CH2:41][CH2:42][CH2:43][CH2:44][CH2:45][CH2:46][CH2:47][CH3:48])[CH2:37][N:36]=[C:34]([C:19]1[C:20]2[C:21]([C:31]([OH:33])=[O:32])=[C:22]([Br:30])[C:23]([Br:29])=[C:24]([C:26]([OH:28])=[O:27])[C:25]=2[C:16]([C:14](=[N:13][CH2:12][CH:11]([CH2:1][CH2:2][CH2:3][CH2:4][CH2:5][CH2:6][CH2:7][CH3:8])[CH2:63][CH2:64][CH2:65][CH2:66][CH2:67][CH2:68][CH2:69][CH2:70][CH2:71][CH3:72])[OH:15])=[C:17]([Br:62])[C:18]=1[Br:61])[OH:35])[CH2:52][CH2:53][CH2:54][CH2:55][CH2:56][CH2:57][CH3:58]. Given the reactants [CH2:1]([CH:11]([CH2:63][CH2:64][CH2:65][CH2:66][CH2:67][CH2:68][CH2:69][CH2:70][CH2:71][CH2:72]CC)[CH2:12][N:13]=[C:14]([C:16]1[C:25]2[C:24]([C:26]([OH:28])=[O:27])=[C:23]([Br:29])[C:22]([Br:30])=[C:21]([C:31]([OH:33])=[O:32])[C:20]=2[C:19]([C:34](=[N:36][CH2:37][CH:38]([CH2:51][CH2:52][CH2:53][CH2:54][CH2:55][CH2:56][CH2:57][CH2:58]CC)[CH2:39][CH2:40][CH2:41][CH2:42][CH2:43][CH2:44][CH2:45][CH2:46][CH2:47][CH2:48]CC)[OH:35])=[C:18]([Br:61])[C:17]=1[Br:62])[OH:15])[CH2:2][CH2:3][CH2:4][CH2:5][CH2:6][CH2:7][CH2:8]CC.C(C(CCCCCCCCCC)CN)CCCCCCC, predict the reaction product. (6) Given the reactants [NH2:1][C:2]1[N:3]([CH3:30])[C:4](=[O:29])[C:5]([C:20]2[CH:21]=[C:22]([CH:27]=[O:28])[N:23]([CH2:25][CH3:26])[CH:24]=2)([C:7]2[CH:12]=[CH:11][CH:10]=[C:9]([C:13]3[C:14]([F:19])=[N:15][CH:16]=[CH:17][CH:18]=3)[CH:8]=2)[N:6]=1.[CH3:31][CH2:32][Mg+].[Br-].[Cl-].[NH4+], predict the reaction product. The product is: [NH2:1][C:2]1[N:3]([CH3:30])[C:4](=[O:29])[C:5]([C:20]2[CH:21]=[C:22]([CH:27]([OH:28])[CH2:31][CH3:32])[N:23]([CH2:25][CH3:26])[CH:24]=2)([C:7]2[CH:12]=[CH:11][CH:10]=[C:9]([C:13]3[C:14]([F:19])=[N:15][CH:16]=[CH:17][CH:18]=3)[CH:8]=2)[N:6]=1. (7) Given the reactants C(=O)([O-])[O-].[K+].[K+].Br[CH2:8][CH2:9][CH:10]([CH3:14])[CH2:11][CH2:12]Br.[Cl:15][C:16]1[CH:21]=[CH:20][C:19]([C:22]2[CH:23]=[CH:24][C:25]([C:28]#[C:29][C:30]3[CH:35]=[CH:34][C:33](/[C:36](/[CH3:41])=[CH:37]/[C@@H:38]([NH2:40])[CH3:39])=[CH:32][CH:31]=3)=[N:26][CH:27]=2)=[CH:18][CH:17]=1, predict the reaction product. The product is: [Cl:15][C:16]1[CH:21]=[CH:20][C:19]([C:22]2[CH:23]=[CH:24][C:25]([C:28]#[C:29][C:30]3[CH:31]=[CH:32][C:33](/[C:36](/[CH3:41])=[CH:37]/[C@@H:38]([N:40]4[CH2:12][CH2:11][CH:10]([CH3:14])[CH2:9][CH2:8]4)[CH3:39])=[CH:34][CH:35]=3)=[N:26][CH:27]=2)=[CH:18][CH:17]=1. (8) Given the reactants [Li]CCCC.[B:6](OC(C)C)([O:11]C(C)C)[O:7]C(C)C.O.[CH3:20][CH2:21][CH2:22][CH2:23][CH2:24][CH3:25], predict the reaction product. The product is: [C:22]1([B:6]([OH:11])[OH:7])[CH:21]=[CH:20][CH:25]=[CH:24][CH:23]=1.